From a dataset of Reaction yield outcomes from USPTO patents with 853,638 reactions. Predict the reaction yield, written as a fraction of the theoretical maximum amount of product (1.0 means a 100% yield; for example, 0.34 means a 34% yield). (1) The reactants are [N:1]1[C:10]2[C:5](=C[CH:7]=[C:8]3[CH:14]=[CH:13][CH:12]=[CH:11][C:9]3=2)[CH:4]=[CH:3][CH:2]=1.[OH-].[K+].[O-:17][Mn](=O)(=O)=O.[K+]. The catalyst is O. The product is [N:1]1[CH:2]=[CH:3][CH:4]=[C:5]2[C:7](=[O:17])[C:8]3[C:9]([C:10]=12)=[CH:11][CH:12]=[CH:13][CH:14]=3. The yield is 0.420. (2) The catalyst is ClCCl. The product is [C:19]([NH:27][C:28]1[CH:64]=[CH:63][N:31]([C@@H:32]2[O:62][C@H:36]([CH2:37][O:38][C:39]([C:56]3[CH:61]=[CH:60][CH:59]=[CH:58][CH:57]=3)([C:40]3[CH:45]=[CH:44][C:43]([O:46][CH3:47])=[CH:42][CH:41]=3)[C:48]3[CH:53]=[CH:52][C:51]([O:54][CH3:55])=[CH:50][CH:49]=3)[C@@H:34]([O:35][P:127]([N:159]([CH:163]([CH3:165])[CH3:164])[CH:160]([CH3:161])[CH3:162])([O:129][CH2:130][CH2:131][O:132][CH2:133][CH2:134][O:135][C@@H:136]3[O:153][C@H:152]([CH2:154][O:155][C:156](=[O:158])[CH3:157])[C@H:147]([O:148][C:149](=[O:151])[CH3:150])[C@H:142]([O:143][C:144](=[O:146])[CH3:145])[C@H:137]3[O:138][C:139](=[O:141])[CH3:140])=[O:126])[CH2:33]2)[C:30](=[O:65])[N:29]=1)(=[O:26])[C:20]1[CH:25]=[CH:24][CH:23]=[CH:22][CH:21]=1. The yield is 0.803. The reactants are C(N(P(N(C(C)C)C(C)C)(Cl)([O-])[O-])C(C)C)(C)C.[C:19]([NH:27][C:28]1[CH:64]=[CH:63][N:31]([C@@H:32]2[O:62][C@H:36]([CH2:37][O:38][C:39]([C:56]3[CH:61]=[CH:60][CH:59]=[CH:58][CH:57]=3)([C:48]3[CH:53]=[CH:52][C:51]([O:54][CH3:55])=[CH:50][CH:49]=3)[C:40]3[CH:45]=[CH:44][C:43]([O:46][CH3:47])=[CH:42][CH:41]=3)[C@@H:34]([OH:35])[CH2:33]2)[C:30](=[O:65])[N:29]=1)(=[O:26])[C:20]1[CH:25]=[CH:24][CH:23]=[CH:22][CH:21]=1.C(N(C(C)C)C(C)C)C.C(O[C@@H]1[C@@H](OC(=O)C)[C@@H](OC(=O)C)[C@@H](COC(=O)C)O[C@H]1OCCOCCO)(=O)C.N1C=NN=N1.C(NC1C=CN([C@@H]2O[C@H](COC(C3C=CC=CC=3)(C3C=CC(OC)=CC=3)C3C=CC(OC)=CC=3)[C@@H]([O:126][P:127]([N:159]([CH:163]([CH3:165])[CH3:164])[CH:160]([CH3:162])[CH3:161])([O:129][CH2:130][CH2:131][O:132][CH2:133][CH2:134][O:135][C@@H:136]3[O:153][C@H:152]([CH2:154][O:155][C:156](=[O:158])[CH3:157])[C@@H:147]([O:148][C:149](=[O:151])[CH3:150])[C@H:142]([O:143][C:144](=[O:146])[CH3:145])[C@H:137]3[O:138][C:139](=[O:141])[CH3:140])=O)C2)C(=O)N=1)(=O)C1C=CC=CC=1. (3) The reactants are [CH2:1]([NH:3][C:4]1[C:5]([NH2:11])=[C:6]([F:10])[CH:7]=[CH:8][CH:9]=1)[CH3:2].[C:12](C1NC=CN=1)(C1NC=CN=1)=[O:13]. The yield is 1.00. The catalyst is O1CCCC1. The product is [CH2:1]([N:3]1[C:4]2[CH:9]=[CH:8][CH:7]=[C:6]([F:10])[C:5]=2[NH:11][C:12]1=[O:13])[CH3:2]. (4) The reactants are [CH2:1]([O:3][C:4]([C:6]1[CH:7]=[N:8][NH:9][C:10](=[O:12])[CH:11]=1)=[O:5])[CH3:2].C(N(C(C)C)CC)(C)C.Cl[CH2:23][O:24][CH2:25][CH2:26][Si:27]([CH3:30])([CH3:29])[CH3:28]. The catalyst is CN(C)C=O.CCOC(C)=O. The product is [CH2:1]([O:3][C:4]([C:6]1[CH:7]=[N:8][N:9]([CH2:23][O:24][CH2:25][CH2:26][Si:27]([CH3:30])([CH3:29])[CH3:28])[C:10](=[O:12])[CH:11]=1)=[O:5])[CH3:2]. The yield is 0.530.